Dataset: Catalyst prediction with 721,799 reactions and 888 catalyst types from USPTO. Task: Predict which catalyst facilitates the given reaction. Reactant: [CH2:1]([O:3][C:4](=[O:13])[CH2:5][CH2:6][NH:7][CH:8]1[CH2:12][CH2:11][CH2:10][CH2:9]1)[CH3:2].C[Si]([N-][Si](C)(C)C)(C)C.[Li+].I[CH2:25][CH2:26][CH3:27]. Product: [CH2:1]([O:3][C:4](=[O:13])[CH:5]([CH2:6][NH:7][CH:8]1[CH2:12][CH2:11][CH2:10][CH2:9]1)[CH2:25][CH2:26][CH3:27])[CH3:2]. The catalyst class is: 7.